This data is from Full USPTO retrosynthesis dataset with 1.9M reactions from patents (1976-2016). The task is: Predict the reactants needed to synthesize the given product. (1) Given the product [C:12]1([S:9]([N:8]2[CH:1]([C:2]3[CH:3]=[CH:4][CH:5]=[CH:6][CH:7]=3)[O:19]2)(=[O:10])=[O:11])[CH:17]=[CH:16][CH:15]=[CH:14][CH:13]=1, predict the reactants needed to synthesize it. The reactants are: [CH:1](=[N:8][S:9]([C:12]1[CH:17]=[CH:16][CH:15]=[CH:14][CH:13]=1)(=[O:11])=[O:10])[C:2]1[CH:7]=[CH:6][CH:5]=[CH:4][CH:3]=1.C(=O)(O)[O-:19].[Na+].ClC1C=CC=C(C(OO)=O)C=1. (2) Given the product [CH3:6][O:7][C:8](=[O:25])[C@@H:9]([NH:24][C:27]([O:29][C:30]([CH3:33])([CH3:32])[CH3:31])=[O:26])[CH2:10][C:11]1[CH:16]=[CH:15][C:14]([N+:17]([O-:19])=[O:18])=[C:13]([O:20][CH2:21][CH2:22][CH3:23])[CH:12]=1, predict the reactants needed to synthesize it. The reactants are: C([O-])(O)=O.[Na+].[CH3:6][O:7][C:8](=[O:25])[C@@H:9]([NH2:24])[CH2:10][C:11]1[CH:16]=[CH:15][C:14]([N+:17]([O-:19])=[O:18])=[C:13]([O:20][CH2:21][CH2:22][CH3:23])[CH:12]=1.[O:26](C(OC(C)(C)C)=O)[C:27]([O:29][C:30]([CH3:33])([CH3:32])[CH3:31])=O. (3) Given the product [Br:13][C:9]1[CH:8]=[C:7]2[C:12](=[CH:11][CH:10]=1)[N:4]([CH2:1][CH2:2][CH2:3][OH:23])[N:5]=[CH:6]2, predict the reactants needed to synthesize it. The reactants are: [CH2:1]([N:4]1[C:12]2[C:7](=[CH:8][C:9]([Br:13])=[CH:10][CH:11]=2)[CH:6]=[N:5]1)[CH:2]=[CH2:3].B1C2CCCC1CCC2.[OH:23]O.[OH-].[Na+]. (4) Given the product [CH3:50][C:48]([CH3:51])([O:47][C:45]([N:37]([C:38]([O:40][C:41]([CH3:44])([CH3:43])[CH3:42])=[O:39])[C:33]1[C:32]([C:52]2[CH:53]=[N:54][N:55]([CH3:57])[CH:56]=2)=[C:31]([O:30][C:29]2[C:28]([F:61])=[CH:27][C:26]([NH:25][C:22]([C:9]3[C:10](=[O:21])[N:11]([C:14]4[CH:19]=[CH:18][C:17]([F:20])=[CH:16][CH:15]=4)[CH:12]=[CH:13][C:8]=3[O:7][CH2:5][CH3:6])=[O:23])=[C:59]([F:60])[CH:58]=2)[CH:36]=[CH:35][N:34]=1)=[O:46])[CH3:49], predict the reactants needed to synthesize it. The reactants are: S(Cl)(Cl)=O.[CH2:5]([O:7][C:8]1[CH:13]=[CH:12][N:11]([C:14]2[CH:19]=[CH:18][C:17]([F:20])=[CH:16][CH:15]=2)[C:10](=[O:21])[C:9]=1[C:22](Cl)=[O:23])[CH3:6].[NH2:25][C:26]1[C:59]([F:60])=[CH:58][C:29]([O:30][C:31]2[CH:36]=[CH:35][N:34]=[C:33]([N:37]([C:45]([O:47][C:48]([CH3:51])([CH3:50])[CH3:49])=[O:46])[C:38]([O:40][C:41]([CH3:44])([CH3:43])[CH3:42])=[O:39])[C:32]=2[C:52]2[CH:53]=[N:54][N:55]([CH3:57])[CH:56]=2)=[C:28]([F:61])[CH:27]=1.CCN(CC)CC. (5) Given the product [C:22]([O:25][C:26]([N:1]1[C:9]2[C:4](=[CH:5][C:6]([N:10]3[C:14]([NH2:15])=[CH:13][C:12]([CH:16]([CH3:18])[CH3:17])=[N:11]3)=[CH:7][CH:8]=2)[CH:3]=[N:2]1)=[O:27])([CH3:24])([CH3:23])[CH3:21], predict the reactants needed to synthesize it. The reactants are: [NH:1]1[C:9]2[C:4](=[CH:5][C:6]([N:10]3[C:14]([NH2:15])=[CH:13][C:12]([CH:16]([CH3:18])[CH3:17])=[N:11]3)=[CH:7][CH:8]=2)[CH:3]=[N:2]1.[OH-].[Na+].[CH3:21][C:22]([O:25][C:26](O[C:26]([O:25][C:22]([CH3:24])([CH3:23])[CH3:21])=[O:27])=[O:27])([CH3:24])[CH3:23]. (6) Given the product [C:1]([O:5][C:6](=[O:39])[NH:7][C@@H:8]([CH2:29][C:30]1[CH:35]=[CH:34][C:33]([NH2:36])=[CH:32][CH:31]=1)[C@H:9]([OH:28])[CH2:10][NH:11][C:12]1([C:18]2[CH:23]=[CH:22][CH:21]=[C:20]([C:24]([CH3:27])([CH3:26])[CH3:25])[CH:19]=2)[CH2:17][CH2:16][CH2:15][CH2:14][CH2:13]1)([CH3:2])([CH3:3])[CH3:4], predict the reactants needed to synthesize it. The reactants are: [C:1]([O:5][C:6](=[O:39])[NH:7][C@@H:8]([CH2:29][C:30]1[CH:35]=[CH:34][C:33]([N+:36]([O-])=O)=[CH:32][CH:31]=1)[C@H:9]([OH:28])[CH2:10][NH:11][C:12]1([C:18]2[CH:23]=[CH:22][CH:21]=[C:20]([C:24]([CH3:27])([CH3:26])[CH3:25])[CH:19]=2)[CH2:17][CH2:16][CH2:15][CH2:14][CH2:13]1)([CH3:4])([CH3:3])[CH3:2].O.[BH4-].[Na+]. (7) The reactants are: [Cl:1][C:2]1[CH:3]=[CH:4][C:5]2[C:11](=[O:12])[C:10]3[CH:13]=[CH:14][CH:15]=[C:16]([OH:17])[C:9]=3[CH2:8][CH2:7][C:6]=2[CH:18]=1.[O:19](S(C(F)(F)F)(=O)=O)[S:20]([C:23]([F:26])([F:25])[F:24])(=O)=[O:21]. Given the product [Cl:1][C:2]1[CH:3]=[CH:4][C:5]2[C:11](=[O:12])[C:10]3[CH:13]=[CH:14][CH:15]=[C:16]([O:17][S:20]([C:23]([F:26])([F:25])[F:24])(=[O:21])=[O:19])[C:9]=3[CH2:8][CH2:7][C:6]=2[CH:18]=1, predict the reactants needed to synthesize it. (8) The reactants are: C(OC([NH:8][C@H:9]([C:11]([O:13][CH:14]1[CH2:23][CH:22]([CH3:24])[CH2:21][C:20]2[N:19]=[N:18][C:17]([C:25]3[CH:30]=[CH:29][CH:28]=[C:27]([C:31]([F:34])([F:33])[F:32])[CH:26]=3)=[CH:16][C:15]1=2)=[O:12])[CH3:10])=O)(C)(C)C.[ClH:35]. Given the product [ClH:35].[ClH:35].[NH2:8][C@H:9]([C:11]([O:13][CH:14]1[CH2:23][CH:22]([CH3:24])[CH2:21][C:20]2[N:19]=[N:18][C:17]([C:25]3[CH:30]=[CH:29][CH:28]=[C:27]([C:31]([F:34])([F:33])[F:32])[CH:26]=3)=[CH:16][C:15]1=2)=[O:12])[CH3:10], predict the reactants needed to synthesize it. (9) The reactants are: [CH2:1]([C@@:3]1([CH3:18])[NH:7][C:6](=[O:8])[N:5]([C:9]2[CH:10]=[N:11][C:12](F)=[C:13]([CH3:15])[CH:14]=2)[C:4]1=[O:17])[CH3:2].[CH3:19][C:20]1([CH3:30])[C:28]2[C:23](=[CH:24][CH:25]=[C:26]([OH:29])[CH:27]=2)[CH2:22][O:21]1.C(=O)([O-])[O-].[K+].[K+]. Given the product [CH3:19][C:20]1([CH3:30])[C:28]2[C:23](=[CH:24][CH:25]=[C:26]([O:29][C:12]3[N:11]=[CH:10][C:9]([N:5]4[C:4](=[O:17])[C@:3]([CH2:1][CH3:2])([CH3:18])[NH:7][C:6]4=[O:8])=[CH:14][C:13]=3[CH3:15])[CH:27]=2)[CH2:22][O:21]1, predict the reactants needed to synthesize it. (10) The reactants are: C(Cl)(=O)C(Cl)=O.[Br:7][C:8]1[CH:9]=[C:10]([CH:14]=[C:15]([Br:37])[C:16]=1[CH2:17][O:18][C:19]1[CH:20]=[C:21]2[C:25](=[C:26]([Cl:29])[C:27]=1[Cl:28])[C:24](=[O:30])[C:23]([CH:32]1[CH2:36][CH2:35][CH2:34][CH2:33]1)([CH3:31])[CH2:22]2)[C:11](O)=[O:12].[CH3:38][S:39]([NH2:42])(=[O:41])=[O:40].[H-].[Na+]. Given the product [Br:7][C:8]1[CH:9]=[C:10]([CH:14]=[C:15]([Br:37])[C:16]=1[CH2:17][O:18][C:19]1[CH:20]=[C:21]2[C:25](=[C:26]([Cl:29])[C:27]=1[Cl:28])[C:24](=[O:30])[C:23]([CH:32]1[CH2:36][CH2:35][CH2:34][CH2:33]1)([CH3:31])[CH2:22]2)[C:11]([NH:42][S:39]([CH3:38])(=[O:41])=[O:40])=[O:12], predict the reactants needed to synthesize it.